Dataset: Reaction yield outcomes from USPTO patents with 853,638 reactions. Task: Predict the reaction yield, written as a fraction of the theoretical maximum amount of product (1.0 means a 100% yield; for example, 0.34 means a 34% yield). The catalyst is CC(O)=O. The product is [CH3:25][C:17]1[CH:16]=[N:12][C:10]2[N:9]([N:8]=[C:7]([C:1]3[CH:2]=[CH:3][CH:4]=[CH:5][CH:6]=3)[CH:11]=2)[CH:18]=1. The yield is 0.450. The reactants are [C:1]1([C:7]2[CH:11]=[C:10]([NH2:12])[NH:9][N:8]=2)[CH:6]=[CH:5][CH:4]=[CH:3][CH:2]=1.C(O[CH:16](OCC)[CH:17]([CH3:25])[CH:18](OCC)OCC)C.